This data is from Full USPTO retrosynthesis dataset with 1.9M reactions from patents (1976-2016). The task is: Predict the reactants needed to synthesize the given product. (1) The reactants are: C[Si]([C:5]#[C:6][C:7]1[CH:8]=[CH:9][C:10]2[CH2:17][CH:16]3[C:18]4([CH2:22][N:21]([CH2:23][C:24]([F:27])([F:26])[F:25])[S:20](=[O:29])(=[O:28])[NH:19]4)[CH:13]([CH2:14][CH2:15]3)[CH2:12][C:11]=2[CH:30]=1)(C)C.O1CCCC1.O.[OH-].[Li+]. Given the product [C:6]([C:7]1[CH:8]=[CH:9][C:10]2[CH2:17][CH:16]3[C:18]4([CH2:22][N:21]([CH2:23][C:24]([F:25])([F:26])[F:27])[S:20](=[O:29])(=[O:28])[NH:19]4)[CH:13]([CH2:14][CH2:15]3)[CH2:12][C:11]=2[CH:30]=1)#[CH:5], predict the reactants needed to synthesize it. (2) Given the product [CH3:12][O:11][C:4]1[CH:3]=[C:2]([C:15]2[CH:16]=[CH:17][S:13][CH:14]=2)[CH:7]=[C:6]([N+:8]([O-:10])=[O:9])[CH:5]=1, predict the reactants needed to synthesize it. The reactants are: I[C:2]1[CH:7]=[C:6]([N+:8]([O-:10])=[O:9])[CH:5]=[C:4]([O:11][CH3:12])[CH:3]=1.[S:13]1[CH:17]=[CH:16][C:15](B(O)O)=[CH:14]1.C(=O)([O-])[O-].[K+].[K+]. (3) Given the product [CH3:1][N:2]1[C:6]([B:16]2[O:20][C:19]([CH3:22])([CH3:21])[C:18]([CH3:24])([CH3:23])[O:17]2)=[CH:5][CH:4]=[N:3]1, predict the reactants needed to synthesize it. The reactants are: [CH3:1][N:2]1[CH:6]=[CH:5][CH:4]=[N:3]1.[Li]CCCC.C(O[B:16]1[O:20][C:19]([CH3:22])([CH3:21])[C:18]([CH3:24])([CH3:23])[O:17]1)(C)C. (4) Given the product [CH2:7]([O:14][C:15]1[CH:20]=[CH:19][C:18]([C@@H:21]2[CH2:23][C@H:22]2[C:24]([N:34]=[N+:35]=[N-:36])=[O:26])=[CH:17][CH:16]=1)[C:8]1[CH:13]=[CH:12][CH:11]=[CH:10][CH:9]=1, predict the reactants needed to synthesize it. The reactants are: ClC(OCC)=O.[CH2:7]([O:14][C:15]1[CH:20]=[CH:19][C:18]([C@@H:21]2[CH2:23][C@H:22]2[C:24]([OH:26])=O)=[CH:17][CH:16]=1)[C:8]1[CH:13]=[CH:12][CH:11]=[CH:10][CH:9]=1.C(N(CC)CC)C.[N-:34]=[N+:35]=[N-:36].[Na+]. (5) Given the product [CH3:1][CH:2]1[C:7]([C:8]2[CH:18]=[CH:17][C:11]3[N:12]=[C:13]([N:20]4[CH2:25][CH2:24][S:23][CH2:22][CH2:21]4)[O:14][C:10]=3[CH:9]=2)=[N:6][NH:5][C:4](=[O:19])[CH2:3]1, predict the reactants needed to synthesize it. The reactants are: [CH3:1][CH:2]1[C:7]([C:8]2[CH:18]=[CH:17][C:11]3[N:12]=[C:13](SC)[O:14][C:10]=3[CH:9]=2)=[N:6][NH:5][C:4](=[O:19])[CH2:3]1.[NH:20]1[CH2:25][CH2:24][S:23][CH2:22][CH2:21]1. (6) Given the product [NH2:11][C:8]1[CH:9]=[CH:10][C:5]([N:4]([C@H:22]2[C:31]3[C:26](=[CH:27][CH:28]=[CH:29][CH:30]=3)[N:25]([C:32](=[O:41])[C:33]3[CH:34]=[CH:35][C:36]([O:39][CH3:40])=[CH:37][CH:38]=3)[C@@H:24]([CH3:42])[CH2:23]2)[C:1](=[O:3])[CH3:2])=[CH:6][CH:7]=1, predict the reactants needed to synthesize it. The reactants are: [C:1]([N:4]([C@H:22]1[C:31]2[C:26](=[CH:27][CH:28]=[CH:29][CH:30]=2)[N:25]([C:32](=[O:41])[C:33]2[CH:38]=[CH:37][C:36]([O:39][CH3:40])=[CH:35][CH:34]=2)[C@@H:24]([CH3:42])[CH2:23]1)[C:5]1[CH:10]=[CH:9][C:8]([NH:11]C(=O)OCC2C=CC=CC=2)=[CH:7][CH:6]=1)(=[O:3])[CH3:2]. (7) Given the product [OH:20][C:21]([CH3:25])([CH3:24])[CH2:22][NH:23][C:3]1[S:4]/[C:5](=[CH:9]\[C:10]2[CH:11]=[C:12]3[C:17](=[CH:18][CH:19]=2)[N:16]=[CH:15][CH:14]=[CH:13]3)/[C:6](=[O:8])[N:7]=1, predict the reactants needed to synthesize it. The reactants are: CS[C:3]1[S:4]/[C:5](=[CH:9]\[C:10]2[CH:11]=[C:12]3[C:17](=[CH:18][CH:19]=2)[N:16]=[CH:15][CH:14]=[CH:13]3)/[C:6](=[O:8])[N:7]=1.[OH:20][C:21]([CH3:25])([CH3:24])[CH2:22][NH2:23].CCN(C(C)C)C(C)C.